Dataset: Catalyst prediction with 721,799 reactions and 888 catalyst types from USPTO. Task: Predict which catalyst facilitates the given reaction. Reactant: [Cl:1][C:2]1[N:10]=[C:9]2[C:5]([N:6]=[CH:7][NH:8]2)=[C:4](Cl)[N:3]=1.[CH3:12][CH:13]1[CH2:18][CH2:17][CH2:16][CH:15]([NH2:19])[CH2:14]1.CCN(C(C)C)C(C)C.O. Product: [Cl:1][C:2]1[N:10]=[C:9]2[C:5]([N:6]=[CH:7][NH:8]2)=[C:4]([NH:19][CH:15]2[CH2:16][CH2:17][CH2:18][CH:13]([CH3:12])[CH2:14]2)[N:3]=1. The catalyst class is: 3.